This data is from NCI-60 drug combinations with 297,098 pairs across 59 cell lines. The task is: Regression. Given two drug SMILES strings and cell line genomic features, predict the synergy score measuring deviation from expected non-interaction effect. Drug 1: CN(C)C1=NC(=NC(=N1)N(C)C)N(C)C. Drug 2: CS(=O)(=O)OCCCCOS(=O)(=O)C. Cell line: MDA-MB-435. Synergy scores: CSS=-11.5, Synergy_ZIP=7.37, Synergy_Bliss=6.80, Synergy_Loewe=-6.65, Synergy_HSA=-4.34.